Dataset: CYP1A2 inhibition data for predicting drug metabolism from PubChem BioAssay. Task: Regression/Classification. Given a drug SMILES string, predict its absorption, distribution, metabolism, or excretion properties. Task type varies by dataset: regression for continuous measurements (e.g., permeability, clearance, half-life) or binary classification for categorical outcomes (e.g., BBB penetration, CYP inhibition). Dataset: cyp1a2_veith. (1) The compound is COc1ccc(/C=C2\OC(=O)c3c(OC)cccc32)cc1OC. The result is 1 (inhibitor). (2) The compound is O=c1cc(N2CCC(Cc3ccccc3)CC2)[nH]c(=O)n1C1CCCCC1. The result is 0 (non-inhibitor).